Dataset: Full USPTO retrosynthesis dataset with 1.9M reactions from patents (1976-2016). Task: Predict the reactants needed to synthesize the given product. (1) The reactants are: Br[C:2]1[CH:3]=[C:4]([CH:25]=[CH:26][C:27]=1[CH3:28])[C:5]([NH:7][C:8]1[CH:13]=[CH:12][C:11]([CH2:14][N:15]2[CH2:20][CH2:19][O:18][CH2:17][CH2:16]2)=[C:10]([C:21]([F:24])([F:23])[F:22])[CH:9]=1)=[O:6].Br[C:30]1[CH:31]=[C:32]2[C:37](=[CH:38][CH:39]=1)[CH:36]=[N:35][N:34]=[CH:33]2. Given the product [CH3:28][C:27]1[CH:26]=[CH:25][C:4]([C:5]([NH:7][C:8]2[CH:13]=[CH:12][C:11]([CH2:14][N:15]3[CH2:16][CH2:17][O:18][CH2:19][CH2:20]3)=[C:10]([C:21]([F:23])([F:22])[F:24])[CH:9]=2)=[O:6])=[CH:3][C:2]=1[C:30]1[CH:31]=[C:32]2[C:37](=[CH:38][CH:39]=1)[CH:36]=[N:35][N:34]=[CH:33]2, predict the reactants needed to synthesize it. (2) Given the product [C:14]([NH2:1])(=[O:21])[C:15]1[CH:20]=[CH:19][CH:18]=[CH:17][CH:16]=1, predict the reactants needed to synthesize it. The reactants are: [NH2:1]C1SC2C=C([N+]([O-])=O)C=CC=2N=1.[C:14](Cl)(=[O:21])[C:15]1[CH:20]=[CH:19][CH:18]=[CH:17][CH:16]=1.O.